This data is from Catalyst prediction with 721,799 reactions and 888 catalyst types from USPTO. The task is: Predict which catalyst facilitates the given reaction. Reactant: [CH:1]([C:4]1[CH:5]=[CH:6][C:7]([CH3:54])=[C:8]([N:10]2[CH2:53][CH2:52][C:13]3[N:14]=[C:15]([C:32]4[CH:40]=[CH:39][CH:38]=[C:37]5[C:33]=4[C:34]([CH3:51])=[CH:35][N:36]5[S:41]([C:44]4[CH:50]=[CH:49][C:47]([CH3:48])=[CH:46][CH:45]=4)(=[O:43])=[O:42])[N:16]=[C:17]([N:18]4[CH2:23][CH2:22][N:21](C(OC(C)(C)C)=O)[CH2:20][C@H:19]4[CH3:31])[C:12]=3[CH2:11]2)[CH:9]=1)([CH3:3])[CH3:2].C(O)(C(F)(F)F)=O.CCN(C(C)C)C(C)C.Br[CH2:72][C:73]([NH2:75])=[O:74].[I-].[Na+]. Product: [CH:1]([C:4]1[CH:5]=[CH:6][C:7]([CH3:54])=[C:8]([N:10]2[CH2:53][CH2:52][C:13]3[N:14]=[C:15]([C:32]4[CH:40]=[CH:39][CH:38]=[C:37]5[C:33]=4[C:34]([CH3:51])=[CH:35][N:36]5[S:41]([C:44]4[CH:45]=[CH:46][C:47]([CH3:48])=[CH:49][CH:50]=4)(=[O:42])=[O:43])[N:16]=[C:17]([N:18]4[CH2:23][CH2:22][N:21]([CH2:72][C:73]([NH2:75])=[O:74])[CH2:20][C@H:19]4[CH3:31])[C:12]=3[CH2:11]2)[CH:9]=1)([CH3:3])[CH3:2]. The catalyst class is: 91.